From a dataset of Catalyst prediction with 721,799 reactions and 888 catalyst types from USPTO. Predict which catalyst facilitates the given reaction. (1) Reactant: [CH2:1]([O:8][C:9]1[CH:13]=[C:12]([C:14]([F:17])([F:16])[F:15])[S:11][C:10]=1[C:18]([C:20]1[CH:25]=[CH:24][C:23]([O:26][CH3:27])=[CH:22][CH:21]=1)=O)[C:2]1[CH:7]=[CH:6][CH:5]=[CH:4][CH:3]=1.C([SiH](CC)CC)C. Product: [CH2:1]([O:8][C:9]1[CH:13]=[C:12]([C:14]([F:17])([F:15])[F:16])[S:11][C:10]=1[CH2:18][C:20]1[CH:25]=[CH:24][C:23]([O:26][CH3:27])=[CH:22][CH:21]=1)[C:2]1[CH:7]=[CH:6][CH:5]=[CH:4][CH:3]=1. The catalyst class is: 281. (2) Reactant: [ClH:1].[CH3:2][C:3]1[CH:8]=[CH:7][C:6]([S:9]([N:12]2[CH2:17][CH2:16][O:15][CH2:14][CH2:13]2)(=[O:11])=[O:10])=[CH:5][C:4]=1[C:18]1[CH:23]=[CH:22][CH:21]=[C:20]([CH2:24][C@H:25]([NH:40][C:41]([C@H:43]2[CH2:48][CH2:47][C@H:46]([CH2:49][NH:50]C(=O)OC(C)(C)C)[CH2:45][CH2:44]2)=[O:42])[C:26](=[O:39])[NH:27][C:28]2[CH:33]=[CH:32][C:31]([C:34]3[NH:38][N:37]=[N:36][N:35]=3)=[CH:30][CH:29]=2)[CH:19]=1.C(#N)C. Product: [ClH:1].[NH2:50][CH2:49][C@H:46]1[CH2:47][CH2:48][C@H:43]([C:41]([NH:40][C@@H:25]([CH2:24][C:20]2[CH:19]=[C:18]([C:4]3[CH:5]=[C:6]([S:9]([N:12]4[CH2:17][CH2:16][O:15][CH2:14][CH2:13]4)(=[O:11])=[O:10])[CH:7]=[CH:8][C:3]=3[CH3:2])[CH:23]=[CH:22][CH:21]=2)[C:26](=[O:39])[NH:27][C:28]2[CH:33]=[CH:32][C:31]([C:34]3[NH:35][N:36]=[N:37][N:38]=3)=[CH:30][CH:29]=2)=[O:42])[CH2:44][CH2:45]1. The catalyst class is: 12. (3) Reactant: [Cl:1][CH:2]([F:16])[C:3]([NH:5][C:6]1[CH:7]=[N:8][C:9]([C:12](=[N:14][OH:15])[NH2:13])=[CH:10][CH:11]=1)=[O:4].[F:17][C:18]([F:29])([F:28])[C:19](O[C:19](=O)[C:18]([F:29])([F:28])[F:17])=O. Product: [Cl:1][CH:2]([F:16])[C:3]([NH:5][C:6]1[CH:7]=[N:8][C:9]([C:12]2[N:13]=[C:19]([C:18]([F:29])([F:28])[F:17])[O:15][N:14]=2)=[CH:10][CH:11]=1)=[O:4]. The catalyst class is: 1. (4) Reactant: [CH3:1][C:2]([NH2:15])([CH3:14])[CH2:3][C:4]1[C:12]2[C:7](=[CH:8][C:9]([CH3:13])=[CH:10][CH:11]=2)[NH:6][CH:5]=1.[C:16](OC(=O)C)(=[O:18])[CH3:17].C(N(CC)CC)C. Product: [CH3:14][C:2]([NH:15][C:16](=[O:18])[CH3:17])([CH3:1])[CH2:3][C:4]1[C:12]2[C:7](=[CH:8][C:9]([CH3:13])=[CH:10][CH:11]=2)[NH:6][CH:5]=1. The catalyst class is: 4.